From a dataset of Peptide-MHC class II binding affinity with 134,281 pairs from IEDB. Regression. Given a peptide amino acid sequence and an MHC pseudo amino acid sequence, predict their binding affinity value. This is MHC class II binding data. (1) The peptide sequence is AFKVAATAANAAPAY. The MHC is DRB1_0401 with pseudo-sequence DRB1_0401. The binding affinity (normalized) is 0.831. (2) The peptide sequence is EKQLAEVVDNTITPLMK. The MHC is DRB1_0701 with pseudo-sequence DRB1_0701. The binding affinity (normalized) is 0. (3) The peptide sequence is INEPPAAAIAYGLDR. The MHC is HLA-DQA10501-DQB10301 with pseudo-sequence HLA-DQA10501-DQB10301. The binding affinity (normalized) is 0.623. (4) The peptide sequence is VSSHNHIPGYKVQTN. The MHC is DRB1_0701 with pseudo-sequence DRB1_0701. The binding affinity (normalized) is 0.533. (5) The MHC is DRB1_0701 with pseudo-sequence DRB1_0701. The peptide sequence is CSCRDQSEAQLALTI. The binding affinity (normalized) is 0.358. (6) The peptide sequence is TNFKYNYSVIEGGPI. The MHC is HLA-DQA10501-DQB10301 with pseudo-sequence HLA-DQA10501-DQB10301. The binding affinity (normalized) is 0.470.